From a dataset of Forward reaction prediction with 1.9M reactions from USPTO patents (1976-2016). Predict the product of the given reaction. (1) Given the reactants O.[C:2]([OH:12])(=[O:11])[C:3]1[NH:10][C:8](=[O:9])[NH:7][C:5](=[O:6])[CH:4]=1.N12CCCN=C1CCC[CH2:15][CH2:14]2.C(I)C.O, predict the reaction product. The product is: [C:2]([O:12][CH2:14][CH3:15])(=[O:11])[C:3]1[NH:10][C:8](=[O:9])[NH:7][C:5](=[O:6])[CH:4]=1. (2) Given the reactants [CH2:1]([CH:9]1[C:16]2[CH:15]=[C:14]([C:17]([O:19]C)=[O:18])[NH:13][C:12]=2[CH2:11][CH2:10]1)[CH2:2][C:3]1[CH:8]=[CH:7][CH:6]=[CH:5][CH:4]=1.O.[OH-].[Li+], predict the reaction product. The product is: [CH2:1]([CH:9]1[C:16]2[CH:15]=[C:14]([C:17]([OH:19])=[O:18])[NH:13][C:12]=2[CH2:11][CH2:10]1)[CH2:2][C:3]1[CH:8]=[CH:7][CH:6]=[CH:5][CH:4]=1. (3) Given the reactants C[SiH](C)CCOC[N:7]1[C:11]2[CH:12]=[CH:13][CH:14]=[CH:15][C:10]=2[N:9]=[C:8]1[C:16]1[C:17](=[O:35])[N:18](COCC[Si](C)(C)C)[N:19]=[C:20]([N:22]2[CH:26]=[CH:25][N:24]=[CH:23]2)[CH:21]=1, predict the reaction product. The product is: [NH:9]1[C:10]2[CH:15]=[CH:14][CH:13]=[CH:12][C:11]=2[N:7]=[C:8]1[C:16]1[C:17](=[O:35])[NH:18][N:19]=[C:20]([N:22]2[CH:26]=[CH:25][N:24]=[CH:23]2)[CH:21]=1.